Task: Predict the reaction yield, written as a fraction of the theoretical maximum amount of product (1.0 means a 100% yield; for example, 0.34 means a 34% yield).. Dataset: Reaction yield outcomes from USPTO patents with 853,638 reactions (1) The reactants are [CH2:1]([C@@H:3]([C:11]1[CH:16]=[CH:15][CH:14]=[C:13]([O:17]CC2C=CC=CC=2)[CH:12]=1)[C@@H:4]([CH3:10])[C:5]([N:7]([CH3:9])[CH3:8])=[O:6])[CH3:2]. The catalyst is CO.[Pd]. The product is [CH2:1]([C@@H:3]([C:11]1[CH:16]=[CH:15][CH:14]=[C:13]([OH:17])[CH:12]=1)[C@@H:4]([CH3:10])[C:5]([N:7]([CH3:8])[CH3:9])=[O:6])[CH3:2]. The yield is 0.950. (2) The reactants are [C:1]([C:5]1[CH:9]=[C:8]([C:10]([O:12][CH2:13][CH3:14])=[O:11])[N:7]([CH2:15][C:16]([N:18]([CH3:20])[CH3:19])=O)[N:6]=1)([CH3:4])([CH3:3])[CH3:2].B.C1COCC1. The catalyst is C1COCC1. The product is [C:1]([C:5]1[CH:9]=[C:8]([C:10]([O:12][CH2:13][CH3:14])=[O:11])[N:7]([CH2:15][CH2:16][N:18]([CH3:20])[CH3:19])[N:6]=1)([CH3:2])([CH3:3])[CH3:4]. The yield is 0.430.